This data is from Experimentally validated miRNA-target interactions with 360,000+ pairs, plus equal number of negative samples. The task is: Binary Classification. Given a miRNA mature sequence and a target amino acid sequence, predict their likelihood of interaction. (1) The miRNA is hsa-miR-6510-5p with sequence CAGCAGGGGAGAGAGAGGAGUC. The protein sequence of the target gene is MDESALLDLLECPVCLERLDASAKVLPCQHTFCKRCLLGIVGSRNELRCPECRTLVGSGVEELPSNILLVRLLDGIKQRPWKPGPGGGSGTNCTNALRSQSSTVANCSSKDLQSSQGGQQPRVQSWSPPVRGIPQLPCAKALYNYEGKEPGDLKFSKGDIIILRRQVDENWYHGEVNGIHGFFPTNFVQIIKPLPQPPPQCKALYDFEVKDKEADKDCLPFAKDDVLTVIRRVDENWAEGMLADKIGIFPISYVEFNSAAKQLIEWDKPPVPGVDAGECSSAAAQSSTAPKHSDTKKNTK.... Result: 1 (interaction). (2) The miRNA is hsa-miR-3664-5p with sequence AACUCUGUCUUCACUCAUGAGU. The protein sequence of the target gene is MASNEDFSITQDLEIPADIVELHDINVEPLPMEDIPTESVQYEDVDGNWIYGGHNHPPLMVLQPLFTNTGYGDHDQEMLMLQTQEEVVGYCDSDNQLGNDLEDQLALPDSIEDEHFQMTLASLSASAASTSTSTQSRSKKPSKKPSGKSATSTEANPAGSSSSLGTRKWEQKQMQVKTLEGEFSVTMWSPNDNNDQGAVGEGQAENPPDYSEYLKGKKLPPGGLPGIDLSDPKQLAEFTKVKPKRSKGEPPKTVPCSYSGCEKMFRDYAAMRKHLHIHGPRVHVCAECGKAFLESSKLRR.... Result: 1 (interaction). (3) The miRNA is hsa-miR-1291 with sequence UGGCCCUGACUGAAGACCAGCAGU. The protein sequence of the target gene is MAASGRGLCKAVAASPFPAWRRDNTEARGGLKPEYDAVVIGAGHNGLVAAAYLQRLGVNTAVFERRHVIGGAAVTEEIIPGFKFSRASYLLSLLRPQIYTDLELKKHGLRLHLRNPYSFTPMLEEGAGSKVPRCLLLGTDMAENQKQIAQFSQKDAQVFPKYEEFMHRLALAIDPLLDAAPVDMAAFQHGSLLQRMRSLSTLKPLLKAGRILGAQLPRYYEVLTAPITKVLDQWFESEPLKATLATDAVIGAMTSPHTPGSGYVLLHHVMGGLEGMQGAWGYVQGGMGALSDAIASSATT.... Result: 0 (no interaction). (4) The miRNA is hsa-miR-3074-5p with sequence GUUCCUGCUGAACUGAGCCAG. The protein sequence of the target gene is MKERRAPQPVVARCKLVLVGDVQCGKTAMLQVLAKDCYPETYVPTVFENYTACLETEEQRVELSLWDTSGSPYYDNVRPLCYSDSDAVLLCFDISRPETVDSALKKWRTEILDYCPSTRVLLIGCKTDLRTDLSTLMELSHQKQAPISYEQGCAIAKQLGAEIYLEGSAFTSEKSIHSIFRTASMLCLNKPSPLPQKSPVRSLSKRLLHLPSRSELISSTFKKEKAKSCSIM. Result: 0 (no interaction). (5) The miRNA is hsa-miR-7114-5p with sequence UCUGUGGAGUGGGGUGCCUGU. The protein sequence of the target gene is MTLDMDAVLSDFVRSTGAEPGLARDLLEGKNWDVSAALSDFEQLRQVHAGNLSPPFSGGSTCPKTPEKGGSDREPTRPSRPILQRQDDVIQEKRLSRGISHASSSIVSLARSHVSSNGGGGGSSEHPLEMPICAFQLPDLTVYKEDFRSFIERDLIEQSMLVALEQAGRLNWWVSMDSTCQRLLPLATTGDGNCLLHAASLGMWGFHDRDLVLRKALYALMEKGVEKEALRRRWRWQQTQQNKESGLVYTEDEWQKEWNELIKLASSEPRMHLGSNGASGGGVESSEEPVYESLEEFHVF.... Result: 0 (no interaction). (6) The miRNA is hsa-miR-8073 with sequence ACCUGGCAGCAGGGAGCGUCGU. The protein sequence of the target gene is MEPLSHRGLPRLSWIDTLYSNFSYGAEDYDAEGHEEQKGPPEGSETMPYIDESPTMSPQLSARSQGGGDSVSPTPPEGLAPGVEAGKGLEMRKLVLSGFLASEEIYINQLEALLLPMKPLKATATTSQPVLTIQQIETIFYKIQDIYEIHKEFYDNLCPKVQQWDSQVTMGHLFQKLASQLGVYKAFVDNYKVALETAEKCSQSNNQFQKISEELKVKGPKDSKDSHTSVTMEALLYKPIDRVTRSTLVLHDLLKHTPVDHPDYPLLQDALRISQNFLSSINEDIDPRRTAVTTPKGETR.... Result: 0 (no interaction).